This data is from Full USPTO retrosynthesis dataset with 1.9M reactions from patents (1976-2016). The task is: Predict the reactants needed to synthesize the given product. (1) Given the product [Br:1][C:2]1[CH:8]=[CH:7][C:5]([NH:6][N:14]=[C:20]2[CH2:21][CH2:22][CH2:23][CH2:24][C:19]2=[O:18])=[C:4]([C:9]([F:10])([F:11])[F:12])[CH:3]=1, predict the reactants needed to synthesize it. The reactants are: [Br:1][C:2]1[CH:8]=[CH:7][C:5]([NH2:6])=[C:4]([C:9]([F:12])([F:11])[F:10])[CH:3]=1.Cl.[N:14]([O-])=O.[Na+].[O:18]=[C:19]1[CH2:24][CH2:23][CH2:22][CH2:21][CH:20]1C(O)=O. (2) Given the product [CH3:1][O:2][CH2:3][CH2:4][O:5][C:9]1[CH:14]=[C:13]([CH3:15])[C:12]([N+:16]([O-:18])=[O:17])=[CH:11][N:10]=1, predict the reactants needed to synthesize it. The reactants are: [CH3:1][O:2][CH2:3][CH2:4][OH:5].[H-].[Na+].Cl[C:9]1[CH:14]=[C:13]([CH3:15])[C:12]([N+:16]([O-:18])=[O:17])=[CH:11][N:10]=1.O. (3) Given the product [C:1]([CH:4]([CH2:9][CH2:10][CH2:11][CH2:12][CH2:13][CH3:14])[C:5]([NH:57][CH:58]([C:60]1[C:61](=[O:77])[NH:62][C:63]([CH2:66][C:67]2[CH:72]=[CH:71][C:70]([O:73][CH3:74])=[C:69]([O:75][CH3:76])[CH:68]=2)=[N:64][N:65]=1)[CH3:59])=[O:7])(=[O:3])[CH3:2], predict the reactants needed to synthesize it. The reactants are: [C:1]([CH:4]([CH2:9][CH2:10][CH2:11][CH2:12][CH2:13][CH3:14])[C:5]([O:7]C)=O)(=[O:3])[CH3:2].C(C(CCCCCC)C(O)=O)(=O)C.ON1C2C=CC=CC=2N=N1.CN1CCOCC1.Cl.CN(C)CCCN=C=NCC.[NH2:57][CH:58]([C:60]1[C:61](=[O:77])[NH:62][C:63]([CH2:66][C:67]2[CH:72]=[CH:71][C:70]([O:73][CH3:74])=[C:69]([O:75][CH3:76])[CH:68]=2)=[N:64][N:65]=1)[CH3:59].